Dataset: Forward reaction prediction with 1.9M reactions from USPTO patents (1976-2016). Task: Predict the product of the given reaction. (1) The product is: [CH2:16]([O:15][C:9]1[C:8]([C:23]([O:25][CH3:26])=[O:24])=[N:7][N:6]2[CH2:5][CH2:4][NH:1][C:11](=[O:12])[C:10]=12)[C:17]1[CH:22]=[CH:21][CH:20]=[CH:19][CH:18]=1. Given the reactants [N:1]([CH2:4][CH2:5][N:6]1[C:10]([C:11](OC)=[O:12])=[C:9]([O:15][CH2:16][C:17]2[CH:22]=[CH:21][CH:20]=[CH:19][CH:18]=2)[C:8]([C:23]([O:25][CH3:26])=[O:24])=[N:7]1)=[N+]=[N-].C1(P(C2C=CC=CC=2)C2C=CC=CC=2)C=CC=CC=1.O, predict the reaction product. (2) Given the reactants [CH3:1][N:2]([CH3:13])[CH2:3][CH2:4][NH:5][C:6]1[C:7]([NH2:12])=[CH:8][CH:9]=[CH:10][CH:11]=1.CN([CH:17]=[O:18])C, predict the reaction product. The product is: [CH3:1][N:2]([CH3:13])[CH2:3][CH2:4][N:5]1[C:6]2[CH:11]=[CH:10][CH:9]=[CH:8][C:7]=2[NH:12][C:17]1=[O:18].